Dataset: Full USPTO retrosynthesis dataset with 1.9M reactions from patents (1976-2016). Task: Predict the reactants needed to synthesize the given product. Given the product [CH:6]1([N:8]2[CH2:9][CH2:10][CH:11]([O:14][C:15]3[CH:16]=[CH:17][C:18]([C:21]#[N:22])=[CH:19][CH:20]=3)[CH2:12][CH2:13]2)[CH2:33][CH2:30][CH2:31]1, predict the reactants needed to synthesize it. The reactants are: C(O[C:6]([N:8]1[CH2:13][CH2:12][CH:11]([O:14][C:15]2[CH:20]=[CH:19][C:18]([C:21]#[N:22])=[CH:17][CH:16]=2)[CH2:10][CH2:9]1)=O)(C)(C)C.FC(F)(F)C(O)=O.[C:30]1(=O)[CH2:33]C[CH2:31]1.C(O)(=O)C.C(O[BH-](OC(=O)C)OC(=O)C)(=O)C.[Na+].